Dataset: Reaction yield outcomes from USPTO patents with 853,638 reactions. Task: Predict the reaction yield, written as a fraction of the theoretical maximum amount of product (1.0 means a 100% yield; for example, 0.34 means a 34% yield). (1) The reactants are [C:1]1([NH:7][CH2:8][CH2:9][C:10]#[N:11])[CH:6]=[CH:5][CH:4]=[CH:3][CH:2]=1.[NH2:12][OH:13]. The catalyst is CCO. The product is [OH:13][N:12]=[C:10]([NH2:11])[CH2:9][CH2:8][NH:7][C:1]1[CH:6]=[CH:5][CH:4]=[CH:3][CH:2]=1. The yield is 0.628. (2) The reactants are Br[C:2]1[S:6][C:5]([NH:7][C:8]([NH:10][C:11]2[CH:16]=[CH:15][C:14]([CH3:17])=[CH:13][C:12]=2[C:18]([CH:20]2[CH2:24][CH2:23][CH2:22][CH2:21]2)=[O:19])=[O:9])=[N:4][CH:3]=1.[SH:25][C:26]1[N:31]=[CH:30][CH:29]=[CH:28][N:27]=1. No catalyst specified. The product is [CH:20]1([C:18]([C:12]2[CH:13]=[C:14]([CH3:17])[CH:15]=[CH:16][C:11]=2[NH:10][C:8]([NH:7][C:5]2[S:6][C:2]([S:25][C:26]3[N:31]=[CH:30][CH:29]=[CH:28][N:27]=3)=[CH:3][N:4]=2)=[O:9])=[O:19])[CH2:24][CH2:23][CH2:22][CH2:21]1. The yield is 0.320. (3) The reactants are [C:1]1([C:7]2[CH:8]=[C:9]3[C:13](=[CH:14][CH:15]=2)[NH:12][C:11](=[O:16])[CH2:10]3)[CH:6]=[CH:5][CH:4]=[CH:3][CH:2]=1.[N:17]1([CH2:22][CH2:23][O:24][C:25]2[CH:26]=[C:27]3[C:31](=[CH:32][CH:33]=2)[NH:30][C:29]([CH:34]=O)=[CH:28]3)[CH2:21][CH2:20][CH2:19][CH2:18]1.N1CCCCC1. The catalyst is C(O)C. The product is [C:1]1([C:7]2[CH:8]=[C:9]3[C:13](=[CH:14][CH:15]=2)[NH:12][C:11](=[O:16])[C:10]3=[CH:34][C:29]2[NH:30][C:31]3[C:27]([CH:28]=2)=[CH:26][C:25]([O:24][CH2:23][CH2:22][N:17]2[CH2:21][CH2:20][CH2:19][CH2:18]2)=[CH:33][CH:32]=3)[CH:2]=[CH:3][CH:4]=[CH:5][CH:6]=1. The yield is 0.610.